Dataset: Full USPTO retrosynthesis dataset with 1.9M reactions from patents (1976-2016). Task: Predict the reactants needed to synthesize the given product. (1) Given the product [OH:14][C@H:3]([CH2:2][NH:15][C:16]1[CH:17]=[CH:18][C:19]([N:22]2[CH2:27][CH2:26][O:25][CH2:24][C:23]2=[O:28])=[CH:20][CH:21]=1)[CH2:4][NH:5][C:6]([C:8]1[S:9][C:10]([Cl:13])=[CH:11][CH:12]=1)=[O:7], predict the reactants needed to synthesize it. The reactants are: Br[CH2:2][C@@H:3]([OH:14])[CH2:4][NH:5][C:6]([C:8]1[S:9][C:10]([Cl:13])=[CH:11][CH:12]=1)=[O:7].[NH2:15][C:16]1[CH:21]=[CH:20][C:19]([N:22]2[CH2:27][CH2:26][O:25][CH2:24][C:23]2=[O:28])=[CH:18][CH:17]=1.N1C(C)=CC(C)=CC=1C.C(O)C. (2) The reactants are: N.[H][H].C(N)CCC.C(NCCCC)CCC.[CH2:18]([N:22]([CH2:27][CH2:28][CH2:29][CH3:30])[CH2:23][CH2:24][CH2:25][CH3:26])[CH2:19][CH2:20][CH3:21]. Given the product [CH2:23]([N:22]([CH2:27][CH2:28][CH2:29][CH3:30])[CH:18]=[CH:19][CH2:20][CH3:21])[CH2:24][CH2:25][CH3:26], predict the reactants needed to synthesize it.